This data is from Peptide-MHC class I binding affinity with 185,985 pairs from IEDB/IMGT. The task is: Regression. Given a peptide amino acid sequence and an MHC pseudo amino acid sequence, predict their binding affinity value. This is MHC class I binding data. The peptide sequence is YSELRPDTRY. The MHC is HLA-A23:01 with pseudo-sequence HLA-A23:01. The binding affinity (normalized) is 0.